This data is from Aqueous solubility values for 9,982 compounds from the AqSolDB database. The task is: Regression/Classification. Given a drug SMILES string, predict its absorption, distribution, metabolism, or excretion properties. Task type varies by dataset: regression for continuous measurements (e.g., permeability, clearance, half-life) or binary classification for categorical outcomes (e.g., BBB penetration, CYP inhibition). For this dataset (solubility_aqsoldb), we predict Y. (1) The compound is O=C(O)CCNC(=O)Nc1ccc([N+](=O)[O-])cc1. The Y is -2.70 log mol/L. (2) The compound is CCC(CC)C(=O)Oc1ccccc1C(=O)O. The Y is -1.84 log mol/L. (3) The molecule is CN1CCC23c4c5ccc(O)c4OC2C(=O)CCC3C1C5. The Y is -2.10 log mol/L.